Dataset: Peptide-MHC class I binding affinity with 185,985 pairs from IEDB/IMGT. Task: Regression. Given a peptide amino acid sequence and an MHC pseudo amino acid sequence, predict their binding affinity value. This is MHC class I binding data. (1) The MHC is Mamu-A01 with pseudo-sequence Mamu-A01. The peptide sequence is WVPAHKGI. The binding affinity (normalized) is 0.457. (2) The MHC is HLA-B07:02 with pseudo-sequence HLA-B07:02. The binding affinity (normalized) is 0.0847. The peptide sequence is YMHGSIHEV.